From a dataset of Forward reaction prediction with 1.9M reactions from USPTO patents (1976-2016). Predict the product of the given reaction. (1) Given the reactants [O:1]1[CH2:6][CH2:5][CH2:4][CH2:3][CH:2]1[N:7]1[C:11]2=[N:12][CH:13]=[C:14](B3OC(C)(C)C(C)(C)O3)[CH:15]=[C:10]2[C:9]([CH:25]=[O:26])=[N:8]1.Br[C:28]1[CH:29]=[N:30][CH:31]=[C:32]([CH2:34][N:35]2[CH2:40][CH2:39][CH2:38][CH2:37][CH2:36]2)[CH:33]=1.C([O-])([O-])=O.[Na+].[Na+].COCCOC, predict the reaction product. The product is: [N:35]1([CH2:34][C:32]2[CH:33]=[C:28]([C:14]3[CH:15]=[C:10]4[C:9]([CH:25]=[O:26])=[N:8][N:7]([CH:2]5[CH2:3][CH2:4][CH2:5][CH2:6][O:1]5)[C:11]4=[N:12][CH:13]=3)[CH:29]=[N:30][CH:31]=2)[CH2:40][CH2:39][CH2:38][CH2:37][CH2:36]1. (2) Given the reactants [H-].[Al+3].[Li+].[H-].[H-].[H-].[Br:7][C:8]1[C:9]([CH3:20])=[C:10]([CH:17]=[CH:18][CH:19]=1)[C:11](N(OC)C)=[O:12], predict the reaction product. The product is: [Br:7][C:8]1[C:9]([CH3:20])=[C:10]([CH:17]=[CH:18][CH:19]=1)[CH:11]=[O:12]. (3) Given the reactants [F:1][C:2]1[CH:7]=[CH:6][C:5]([N:8]2[C:16]3[C:11](=[CH:12][C:13]([CH:17]([C:23]4[CH:28]=[CH:27][CH:26]=[CH:25][CH:24]=4)[C:18]([CH3:22])([CH3:21])[CH2:19][OH:20])=[CH:14][CH:15]=3)[CH:10]=[N:9]2)=[CH:4][CH:3]=1.[C:29](C1NC=CN=1)(C1NC=CN=1)=[O:30].[F:41][C:42]([F:46])([F:45])[CH2:43][NH2:44], predict the reaction product. The product is: [F:41][C:42]([F:46])([F:45])[CH2:43][NH:44][C:29](=[O:30])[O:20][CH2:19][C:18]([CH3:22])([CH3:21])[CH:17]([C:13]1[CH:12]=[C:11]2[C:16](=[CH:15][CH:14]=1)[N:8]([C:5]1[CH:4]=[CH:3][C:2]([F:1])=[CH:7][CH:6]=1)[N:9]=[CH:10]2)[C:23]1[CH:24]=[CH:25][CH:26]=[CH:27][CH:28]=1. (4) Given the reactants Cl[C:2]1[C:7]([NH2:8])=[CH:6][N:5]=[C:4]2[N:9]([Si:12]([CH:19]([CH3:21])[CH3:20])([CH:16]([CH3:18])[CH3:17])[CH:13]([CH3:15])[CH3:14])[CH:10]=[CH:11][C:3]=12, predict the reaction product. The product is: [CH:19]([Si:12]([CH:13]([CH3:15])[CH3:14])([CH:16]([CH3:18])[CH3:17])[N:9]1[C:4]2=[N:5][CH:6]=[C:7]([NH2:8])[CH:2]=[C:3]2[CH:11]=[CH:10]1)([CH3:21])[CH3:20].